From a dataset of Forward reaction prediction with 1.9M reactions from USPTO patents (1976-2016). Predict the product of the given reaction. (1) Given the reactants C(OC(=O)[NH:7][C:8]1[CH:13]=[CH:12][C:11]([N:14]2[CH:18]=[CH:17][CH:16]=[CH:15]2)=[CH:10][C:9]=1[NH:19][C:20](=[O:35])[CH2:21][C:22]([C:24]1[CH:29]=[CH:28][CH:27]=[C:26]([N:30]2[CH:34]=[CH:33][N:32]=[CH:31]2)[CH:25]=1)=O)(C)(C)C.C(O)(C(F)(F)F)=O, predict the reaction product. The product is: [N:30]1([C:26]2[CH:25]=[C:24]([C:22]3[CH2:21][C:20](=[O:35])[NH:19][C:9]4[CH:10]=[C:11]([N:14]5[CH:18]=[CH:17][CH:16]=[CH:15]5)[CH:12]=[CH:13][C:8]=4[N:7]=3)[CH:29]=[CH:28][CH:27]=2)[CH:34]=[CH:33][N:32]=[CH:31]1. (2) Given the reactants F[P-](F)(F)(F)(F)F.N1(OC(N(C)C)=[N+](C)C)C2C=CC=CC=2N=N1.[Cl:25][C:26]1[CH:34]=[CH:33][C:29]([C:30]([OH:32])=O)=[CH:28][C:27]=1[NH:35][C:36]([C:38]1[CH:39]=[N:40][C:41]([NH:44][CH:45]([CH3:47])[CH3:46])=[CH:42][CH:43]=1)=[O:37].Cl.[Br:49][C:50]1[CH:55]=[CH:54][C:53]([C@H:56]2[CH2:61][CH2:60][NH:59][CH2:58][C@@H:57]2[OH:62])=[CH:52][CH:51]=1.C(N(CC)C(C)C)(C)C.C([O-])([O-])=O.[Na+].[Na+], predict the reaction product. The product is: [Br:49][C:50]1[CH:55]=[CH:54][C:53]([C@H:56]2[CH2:61][CH2:60][N:59]([C:30]([C:29]3[CH:33]=[CH:34][C:26]([Cl:25])=[C:27]([NH:35][C:36](=[O:37])[C:38]4[CH:43]=[CH:42][C:41]([NH:44][CH:45]([CH3:47])[CH3:46])=[N:40][CH:39]=4)[CH:28]=3)=[O:32])[CH2:58][C@@H:57]2[OH:62])=[CH:52][CH:51]=1.